Predict which catalyst facilitates the given reaction. From a dataset of Catalyst prediction with 721,799 reactions and 888 catalyst types from USPTO. (1) Reactant: [C:1]([C:5]1[CH:10]=[CH:9][C:8]([S:11]([NH:14][CH2:15][C:16]([C:18]2[CH:23]=[CH:22][C:21]([O:24][CH3:25])=[CH:20][CH:19]=2)=[O:17])(=[O:13])=[O:12])=[CH:7][CH:6]=1)([CH3:4])([CH3:3])[CH3:2].[C:26]([O-])([O-])=O.[K+].[K+].IC. Product: [C:1]([C:5]1[CH:6]=[CH:7][C:8]([S:11]([N:14]([CH2:15][C:16]([C:18]2[CH:19]=[CH:20][C:21]([O:24][CH3:25])=[CH:22][CH:23]=2)=[O:17])[CH3:26])(=[O:13])=[O:12])=[CH:9][CH:10]=1)([CH3:4])([CH3:2])[CH3:3]. The catalyst class is: 21. (2) Reactant: [H-].[Na+].[Cl:3][C:4]1[CH:5]=[CH:6][C:7]([CH3:17])=[C:8]([C:10]2[C:11]([C:15]#[N:16])=[CH:12][NH:13][CH:14]=2)[CH:9]=1.Cl[C:19]1[C:24]2=[CH:25][CH:26]=[CH:27][N:23]2[N:22]=[CH:21][N:20]=1.[NH4+].[Cl-]. Product: [Cl:3][C:4]1[CH:5]=[CH:6][C:7]([CH3:17])=[C:8]([C:10]2[C:11]([C:15]#[N:16])=[CH:12][N:13]([C:19]3[C:24]4=[CH:25][CH:26]=[CH:27][N:23]4[N:22]=[CH:21][N:20]=3)[CH:14]=2)[CH:9]=1. The catalyst class is: 1. (3) Product: [F:19][C:2]1([F:1])[CH:3]([CH2:14][OH:15])[CH2:4][N:5]([C:7]([O:9][C:10]([CH3:12])([CH3:11])[CH3:13])=[O:8])[CH2:6]1. Reactant: [F:1][C:2]1([F:19])[CH2:6][N:5]([C:7]([O:9][C:10]([CH3:13])([CH3:12])[CH3:11])=[O:8])[CH2:4][CH:3]1[C:14](OCC)=[O:15].[H-].[H-].[H-].[H-].[Li+].[Al+3].[C@H](O)(C([O-])=O)[C@@H](O)C([O-])=O.[Na+].[K+]. The catalyst class is: 1. (4) Reactant: C([O:3][C:4](=O)[CH:5]([C:11]1[N:16]=[C:15]2[S:17][CH:18]=[C:19]([C:20]3[CH:25]=[CH:24][CH:23]=[CH:22][CH:21]=3)[C:14]2=[C:13]([NH:26][CH2:27][C:28]2[CH:33]=[CH:32][CH:31]=[CH:30][N:29]=2)[CH:12]=1)[C:6](OCC)=[O:7])C.[H-].C([Al+]CC(C)C)C(C)C. The catalyst class is: 1. Product: [C:20]1([C:19]2[C:14]3[C:15](=[N:16][C:11]([CH:5]([CH2:6][OH:7])[CH2:4][OH:3])=[CH:12][C:13]=3[NH:26][CH2:27][C:28]3[CH:33]=[CH:32][CH:31]=[CH:30][N:29]=3)[S:17][CH:18]=2)[CH:21]=[CH:22][CH:23]=[CH:24][CH:25]=1. (5) Reactant: Br[C:2]1[CH:3]=[C:4]([CH:25]=[CH:26][N:27]=1)[C:5]([NH:7][C:8]1[S:9][C:10]2[C:16]([CH:17]3[CH2:22][CH2:21][O:20][CH2:19][CH2:18]3)=[CH:15][CH:14]=[C:13]([O:23][CH3:24])[C:11]=2[N:12]=1)=[O:6].[CH:28]([Sn](CCCC)(CCCC)CCCC)=[CH2:29].C1(P(C2C=CC=CC=2)C2C=CC=CC=2)C=CC=CC=1.[Cl-].[Li+].C(C1C(O)=C(C(C)(C)C)C=C(C)C=1)(C)(C)C. Product: [CH3:24][O:23][C:13]1[C:11]2[N:12]=[C:8]([NH:7][C:5](=[O:6])[C:4]3[CH:25]=[CH:26][N:27]=[C:2]([CH:28]=[CH2:29])[CH:3]=3)[S:9][C:10]=2[C:16]([CH:17]2[CH2:22][CH2:21][O:20][CH2:19][CH2:18]2)=[CH:15][CH:14]=1. The catalyst class is: 233. (6) The catalyst class is: 32. Product: [CH3:12][C:8]1[C:7]([N+:13]([O-:15])=[O:14])=[C:6]2[C:11](=[CH:10][CH:9]=1)[C:2]([NH:24][C:20]1[CH:21]=[CH:22][CH:23]=[C:18]([C:17]([F:16])([F:25])[F:26])[CH:19]=1)=[N:3][CH:4]=[CH:5]2. Reactant: Cl[C:2]1[C:11]2[C:6](=[C:7]([N+:13]([O-:15])=[O:14])[C:8]([CH3:12])=[CH:9][CH:10]=2)[CH:5]=[CH:4][N:3]=1.[F:16][C:17]([F:26])([F:25])[C:18]1[CH:19]=[C:20]([NH2:24])[CH:21]=[CH:22][CH:23]=1. (7) Reactant: [CH3:1][C:2]1[CH:7]=[CH:6][C:5](/[CH:8]=[CH:9]/[C:10]([O:12][CH2:13][CH3:14])=[O:11])=[C:4]([N+:15]([O-])=O)[CH:3]=1.[Cl-].[NH4+]. Product: [NH2:15][C:4]1[CH:3]=[C:2]([CH3:1])[CH:7]=[CH:6][C:5]=1/[CH:8]=[CH:9]/[C:10]([O:12][CH2:13][CH3:14])=[O:11]. The catalyst class is: 190.